Dataset: Forward reaction prediction with 1.9M reactions from USPTO patents (1976-2016). Task: Predict the product of the given reaction. (1) Given the reactants Br[C:2]1[CH:7]=[CH:6][C:5]([CH3:8])=[CH:4][C:3]=1[CH3:9].[C:10]([O:14][C:15]([NH:17][C:18]1[CH:23]=[CH:22][C:21](B(O)O)=[CH:20][CH:19]=1)=[O:16])([CH3:13])([CH3:12])[CH3:11].O, predict the reaction product. The product is: [C:10]([O:14][C:15](=[O:16])[NH:17][C:18]1[CH:19]=[CH:20][C:21]([C:2]2[CH:7]=[CH:6][C:5]([CH3:8])=[CH:4][C:3]=2[CH3:9])=[CH:22][CH:23]=1)([CH3:13])([CH3:11])[CH3:12]. (2) Given the reactants [Cl:1][C:2]1[CH:23]=[C:22]([Cl:24])[CH:21]=[CH:20][C:3]=1[CH2:4][O:5][C:6]1[CH:11]=[C:10]([O:12][CH:13]([CH3:15])[CH3:14])[CH:9]=[CH:8][C:7]=1[CH2:16][CH2:17][CH:18]=[O:19].P([O-])(O)(O)=[O:26].[Na+].Cl([O-])=O.[Na+].CC(=CC)C.Cl, predict the reaction product. The product is: [Cl:1][C:2]1[CH:23]=[C:22]([Cl:24])[CH:21]=[CH:20][C:3]=1[CH2:4][O:5][C:6]1[CH:11]=[C:10]([O:12][CH:13]([CH3:14])[CH3:15])[CH:9]=[CH:8][C:7]=1[CH2:16][CH2:17][C:18]([OH:26])=[O:19]. (3) Given the reactants CS(O[CH:6](OCC1C=CC=CC=1)[C:7]1[CH:12]=[CH:11][CH:10]=[C:9]([O:13][CH3:14])[C:8]=1[CH2:15][CH:16]1[CH2:20][O:19][C:18]([CH3:22])([CH3:21])[O:17]1)(=O)=O.[C-:31]#[N:32].[Na+].O, predict the reaction product. The product is: [CH3:22][C:18]1([CH3:21])[O:17][CH:16]([CH2:15][C:8]2[C:9]([O:13][CH3:14])=[CH:10][CH:11]=[CH:12][C:7]=2[CH2:6][C:31]#[N:32])[CH2:20][O:19]1. (4) Given the reactants Br[C:2]1[CH:3]=[C:4]([C:17]([O:19][CH3:20])=[O:18])[CH:5]=[C:6]([C:8]2[CH:13]=[CH:12][C:11]([CH3:14])=[CH:10][C:9]=2[C:15]#[N:16])[CH:7]=1.[OH:21][CH2:22][C:23]1[CH:28]=[CH:27][CH:26]=[CH:25][C:24]=1B(O)O.[C:32](=O)([O-])[O-].[Cs+].[Cs+].O, predict the reaction product. The product is: [CH2:20]([O:19][C:17]([C:4]1[CH:3]=[C:2]([C:24]2[CH:25]=[CH:26][CH:27]=[CH:28][C:23]=2[CH2:22][OH:21])[CH:7]=[C:6]([C:8]2[CH:13]=[CH:12][C:11]([CH3:14])=[CH:10][C:9]=2[C:15]#[N:16])[CH:5]=1)=[O:18])[CH3:32]. (5) Given the reactants [N+:1]([C:4]1[CH:5]=[C:6]([F:19])[CH:7]=[C:8]2[C:12]=1[NH:11][C:10]([C:13]1[CH:18]=[CH:17][CH:16]=[CH:15][CH:14]=1)=[CH:9]2)([O-])=O.Br[CH2:21][C:22]([O:24][CH3:25])=[O:23], predict the reaction product. The product is: [CH3:25][O:24][C:22](=[O:23])[CH2:21][NH:1][C:4]1[CH:5]=[C:6]([F:19])[CH:7]=[C:8]2[C:12]=1[NH:11][C:10]([C:13]1[CH:18]=[CH:17][CH:16]=[CH:15][CH:14]=1)=[CH:9]2. (6) The product is: [C:40]([C:2]1[CH:3]=[CH:4][C:5]([S:8]([NH:11][C@@H:12]2[CH2:15][C@H:14]([C:16]3[N:20]4[C:21]5[CH:27]=[CH:26][N:25]([S:28]([C:31]6[CH:37]=[CH:36][C:34]([CH3:35])=[CH:33][CH:32]=6)(=[O:30])=[O:29])[C:22]=5[N:23]=[CH:24][C:19]4=[N:18][N:17]=3)[C:13]2([CH3:39])[CH3:38])(=[O:9])=[O:10])=[N:6][CH:7]=1)#[N:43]. Given the reactants Br[C:2]1[CH:3]=[CH:4][C:5]([S:8]([NH:11][C@@H:12]2[CH2:15][C@H:14]([C:16]3[N:20]4[C:21]5[CH:27]=[CH:26][N:25]([S:28]([C:31]6[CH:37]=[CH:36][C:34]([CH3:35])=[CH:33][CH:32]=6)(=[O:30])=[O:29])[C:22]=5[N:23]=[CH:24][C:19]4=[N:18][N:17]=3)[C:13]2([CH3:39])[CH3:38])(=[O:10])=[O:9])=[N:6][CH:7]=1.[C:40]([NH:43][C@@H]1C[C@H](C(O)=O)C1(C)C)(=O)C.CCN(C(C)C)C(C)C.BrC1C=CC(S(Cl)(=O)=O)=NC=1.C([Zn]C#N)#N, predict the reaction product.